From a dataset of Full USPTO retrosynthesis dataset with 1.9M reactions from patents (1976-2016). Predict the reactants needed to synthesize the given product. (1) Given the product [F:22][C:18]1[CH:17]=[C:16]2[C:21]([C:13]([C:11]3[CH:10]=[CH:9][C:8]4[S:2](=[O:30])(=[O:1])[NH:3][C:4]5([CH2:5][CH2:6]5)[C:7]=4[CH:12]=3)=[CH:14][NH:15]2)=[CH:20][CH:19]=1, predict the reactants needed to synthesize it. The reactants are: [O:1]=[S:2]1(=[O:30])[C:8]2[CH:9]=[CH:10][C:11]([C:13]3[C:21]4[C:16](=[CH:17][C:18]([F:22])=[CH:19][CH:20]=4)[N:15](C(OC(C)(C)C)=O)[CH:14]=3)=[CH:12][C:7]=2[C:4]2([CH2:6][CH2:5]2)[NH:3]1.C(O)(C(F)(F)F)=O. (2) Given the product [F:16][C:3]([F:2])([F:15])[CH2:4][O:5][C:6]1[N:11]=[CH:10][C:9]([CH:12]([NH:14][C:35]([C:28]2[C:29]3[CH:34]=[CH:33][CH:32]=[CH:31][C:30]=3[O:26][N:27]=2)=[O:36])[CH3:13])=[CH:8][CH:7]=1, predict the reactants needed to synthesize it. The reactants are: Cl.[F:2][C:3]([F:16])([F:15])[CH2:4][O:5][C:6]1[N:11]=[CH:10][C:9]([CH:12]([NH2:14])[CH3:13])=[CH:8][CH:7]=1.C(N(CC)C(C)C)(C)C.[O:26]1[C:30]2[CH:31]=[CH:32][CH:33]=[CH:34][C:29]=2[C:28]([C:35](Cl)=[O:36])=[N:27]1. (3) Given the product [NH2:11][CH:10]([C:18]1[C:26]([CH3:27])=[CH:25][C:24]([CH3:28])=[C:23]2[C:19]=1[CH:20]=[CH:21][NH:22]2)[C:8]1[NH:7][C:6]2[CH:47]=[CH:48][C:3]([C:1]#[N:2])=[CH:4][C:5]=2[N:9]=1, predict the reactants needed to synthesize it. The reactants are: [C:1]([C:3]1[CH:48]=[CH:47][C:6]2[N:7](COCC[Si](C)(C)C)[C:8]([CH:10]([C:18]3[C:26]([CH3:27])=[CH:25][C:24]([CH3:28])=[C:23]4[C:19]=3[CH:20]=[CH:21][N:22]4S(C3C=CC(C)=CC=3)(=O)=O)[NH:11]C(=O)C(F)(F)F)=[N:9][C:5]=2[CH:4]=1)#[N:2].C(C1C=CC2N=C(C(C3C(C)=CC(C)=C4C=3C=CN4S(C3C=CC(C)=CC=3)(=O)=O)NC(=O)C(F)(F)F)N(COCC[Si](C)(C)C)C=2C=1)#N. (4) Given the product [CH3:17][CH:15]1[CH2:16][N:12]([C:9]2[CH:10]=[C:11]3[C:6](=[CH:7][CH:8]=2)[CH:5]=[N:4][CH:3]=[C:2]3[C:28]2[CH:27]=[CH:26][C:25]([C:23]3[CH:22]=[N:21][N:20]([CH3:19])[CH:24]=3)=[CH:30][CH:29]=2)[C:13](=[O:18])[CH2:14]1, predict the reactants needed to synthesize it. The reactants are: Cl[C:2]1[C:11]2[C:6](=[CH:7][CH:8]=[C:9]([N:12]3[CH2:16][CH:15]([CH3:17])[CH2:14][C:13]3=[O:18])[CH:10]=2)[CH:5]=[N:4][CH:3]=1.[CH3:19][N:20]1[CH:24]=[C:23]([C:25]2[CH:30]=[CH:29][C:28](B3OC(C)(C)C(C)(C)O3)=[CH:27][CH:26]=2)[CH:22]=[N:21]1.C(=O)([O-])[O-].[Na+].[Na+].C(#N)C. (5) Given the product [CH:1]([C:4]1[CH:5]=[CH:6][C:7]([S:10]([NH:13][C:14]2[CH:22]=[CH:21][CH:20]=[C:19]3[C:15]=2[CH2:16][CH:17]([CH2:23][NH:24][CH2:27][CH:26]=[CH2:25])[CH2:18]3)(=[O:12])=[O:11])=[CH:8][CH:9]=1)([CH3:3])[CH3:2], predict the reactants needed to synthesize it. The reactants are: [CH:1]([C:4]1[CH:9]=[CH:8][C:7]([S:10]([NH:13][C:14]2[CH:22]=[CH:21][CH:20]=[C:19]3[C:15]=2[CH2:16][CH:17]([CH2:23][NH2:24])[CH2:18]3)(=[O:12])=[O:11])=[CH:6][CH:5]=1)([CH3:3])[CH3:2].[CH2:25](Br)[CH:26]=[CH2:27].C(N(CC)CC)C. (6) Given the product [F:35][C:29]1[CH:28]=[C:27]([CH:32]=[CH:31][C:30]=1[O:33][CH3:34])[CH2:26][N:5]1[C:4]2[CH:3]=[C:2]([C:40]3[CH:41]=[CH:42][C:37]([F:36])=[CH:38][C:39]=3[CH3:46])[S:10][C:9]=2[C:8](=[O:11])[N:7]([CH:12]2[CH2:13][CH2:14][N:15]([C:18]([O:20][C:21]([CH3:22])([CH3:24])[CH3:23])=[O:19])[CH2:16][CH2:17]2)[C:6]1=[O:25], predict the reactants needed to synthesize it. The reactants are: Br[C:2]1[S:10][C:9]2[C:8](=[O:11])[N:7]([CH:12]3[CH2:17][CH2:16][N:15]([C:18]([O:20][C:21]([CH3:24])([CH3:23])[CH3:22])=[O:19])[CH2:14][CH2:13]3)[C:6](=[O:25])[N:5]([CH2:26][C:27]3[CH:32]=[CH:31][C:30]([O:33][CH3:34])=[C:29]([F:35])[CH:28]=3)[C:4]=2[CH:3]=1.[F:36][C:37]1[CH:42]=[CH:41][C:40](B(O)O)=[C:39]([CH3:46])[CH:38]=1.C(=O)([O-])[O-].[Cs+].[Cs+].